Dataset: Full USPTO retrosynthesis dataset with 1.9M reactions from patents (1976-2016). Task: Predict the reactants needed to synthesize the given product. (1) Given the product [NH:1]1[C:9]2[C:4](=[CH:5][CH:6]=[CH:7][CH:8]=2)[C:3](/[CH:10]=[CH:11]/[C:12]2[CH:24]=[CH:23][C:15]([O:16][CH2:17][C:18]([OH:20])=[O:19])=[CH:14][CH:13]=2)=[N:2]1, predict the reactants needed to synthesize it. The reactants are: [NH:1]1[C:9]2[C:4](=[CH:5][CH:6]=[CH:7][CH:8]=2)[C:3](/[CH:10]=[CH:11]/[C:12]2[CH:24]=[CH:23][C:15]([O:16][CH2:17][C:18]([O:20]CC)=[O:19])=[CH:14][CH:13]=2)=[N:2]1.[OH-].[Na+]. (2) Given the product [CH2:18]([N:25]1[CH2:30][CH2:29][C:28](=[CH:3][C:1]#[N:2])[CH2:27][CH2:26]1)[C:19]1[CH:24]=[CH:23][CH:22]=[CH:21][CH:20]=1, predict the reactants needed to synthesize it. The reactants are: [C:1]([CH2:3]P(=O)(OCC)OCC)#[N:2].C(=O)([O-])[O-].[K+].[K+].[CH2:18]([N:25]1[CH2:30][CH2:29][C:28](=O)[CH2:27][CH2:26]1)[C:19]1[CH:24]=[CH:23][CH:22]=[CH:21][CH:20]=1. (3) Given the product [Cl:1][C:2]1[CH:7]=[CH:6][C:5]([CH2:8][C@@H:9]([NH:33][C:34]([CH:36]2[CH2:39][NH:38][CH2:37]2)=[O:35])[C:10]([N:12]2[CH2:17][CH2:16][CH:15]([C:18]3[CH:23]=[CH:22][CH:21]=[CH:20][C:19]=3[N:24]([CH2:29][CH:30]3[CH2:32][CH2:31]3)[S:25]([CH3:28])(=[O:27])=[O:26])[CH2:14][CH2:13]2)=[O:11])=[CH:4][CH:3]=1, predict the reactants needed to synthesize it. The reactants are: [Cl:1][C:2]1[CH:7]=[CH:6][C:5]([CH2:8][C@@H:9]([NH:33][C:34]([CH:36]2[CH2:39][N:38](C(OC(C)(C)C)=O)[CH2:37]2)=[O:35])[C:10]([N:12]2[CH2:17][CH2:16][CH:15]([C:18]3[CH:23]=[CH:22][CH:21]=[CH:20][C:19]=3[N:24]([CH2:29][CH:30]3[CH2:32][CH2:31]3)[S:25]([CH3:28])(=[O:27])=[O:26])[CH2:14][CH2:13]2)=[O:11])=[CH:4][CH:3]=1.C(O)(C(F)(F)F)=O.